Dataset: Reaction yield outcomes from USPTO patents with 853,638 reactions. Task: Predict the reaction yield, written as a fraction of the theoretical maximum amount of product (1.0 means a 100% yield; for example, 0.34 means a 34% yield). The yield is 0.550. The product is [F:1][C:2]1[CH:22]=[C:21]([F:23])[CH:20]=[CH:19][C:3]=1[CH2:4][N:5]1[C:9]2=[CH:10][N:11]=[C:12]([C:14]([OH:16])=[O:15])[CH:13]=[C:8]2[CH:7]=[CH:6]1. The reactants are [F:1][C:2]1[CH:22]=[C:21]([F:23])[CH:20]=[CH:19][C:3]=1[CH2:4][N:5]1[C:9]2=[CH:10][N:11]=[C:12]([C:14]([O:16]CC)=[O:15])[CH:13]=[C:8]2[CH:7]=[CH:6]1.[OH-].[Na+].C(O)(=O)CC(CC(O)=O)(C(O)=O)O. The catalyst is CO.O.